From a dataset of Peptide-MHC class II binding affinity with 134,281 pairs from IEDB. Regression. Given a peptide amino acid sequence and an MHC pseudo amino acid sequence, predict their binding affinity value. This is MHC class II binding data. The peptide sequence is YDKFDANVSTVLTGK. The MHC is DRB1_1101 with pseudo-sequence DRB1_1101. The binding affinity (normalized) is 0.478.